This data is from Catalyst prediction with 721,799 reactions and 888 catalyst types from USPTO. The task is: Predict which catalyst facilitates the given reaction. (1) Reactant: [I:1][C:2]1[CH:7]=[CH:6][C:5]([O:8][CH3:9])=[CH:4][C:3]=1[S:10][C:11]1[N:12]([CH2:21][CH2:22][CH2:23][NH:24][CH:25]([CH3:27])[CH3:26])[C:13]2[C:18]([N:19]=1)=[C:17]([NH2:20])[N:16]=[CH:15][N:14]=2.[OH:28][P:29]([OH:32])([OH:31])=[O:30]. The catalyst class is: 14. Product: [I:1][C:2]1[CH:7]=[CH:6][C:5]([O:8][CH3:9])=[CH:4][C:3]=1[S:10][C:11]1[N:12]([CH2:21][CH2:22][CH2:23][NH:24][CH:25]([CH3:27])[CH3:26])[C:13]2[C:18]([N:19]=1)=[C:17]([NH2:20])[N:16]=[CH:15][N:14]=2.[OH:30][P:29]([OH:32])([OH:31])=[O:28]. (2) Product: [Cl:8][C:7]1[N:6]=[C:5]([NH2:9])[C:4]([O:10][CH3:11])=[N:3][CH:2]=1. The catalyst class is: 153. Reactant: Br[C:2]1[N:3]=[C:4]([O:10][CH3:11])[C:5]([NH2:9])=[N:6][C:7]=1[Cl:8].C(N(CC)CC)C.[H][H]. (3) Reactant: [O:1]1[CH2:4][C:3](=O)[CH2:2]1.C(O[BH-](OC(=O)C)OC(=O)C)(=O)C.[Na+].[C:20]([C:22]1([C:28]2[N:33]=[CH:32][C:31]([NH:34][C:35]([C:37]3[CH:38]=[N:39][N:40]([C:43]4[CH:48]=[CH:47][C:46]([C:49]([F:52])([F:51])[F:50])=[CH:45][N:44]=4)[C:41]=3[CH3:42])=[O:36])=[CH:30][CH:29]=2)[CH2:27][CH2:26][NH:25][CH2:24][CH2:23]1)#[N:21].C(=O)(O)[O-].[Na+]. Product: [C:20]([C:22]1([C:28]2[N:33]=[CH:32][C:31]([NH:34][C:35]([C:37]3[CH:38]=[N:39][N:40]([C:43]4[CH:48]=[CH:47][C:46]([C:49]([F:52])([F:51])[F:50])=[CH:45][N:44]=4)[C:41]=3[CH3:42])=[O:36])=[CH:30][CH:29]=2)[CH2:23][CH2:24][N:25]([CH:3]2[CH2:2][O:1][CH2:4]2)[CH2:26][CH2:27]1)#[N:21]. The catalyst class is: 489. (4) Reactant: [CH2:1]([OH:4])[CH2:2][OH:3].O.C1(C)C=CC(S(O)(=O)=O)=CC=1.[CH3:17][CH2:18][O:19][C:20]([CH:22]1[CH2:28][CH2:27][C:25](=O)[CH2:24][CH2:23]1)=[O:21]. Product: [CH2:18]([O:19][C:20]([CH:22]1[CH2:28][CH2:27][C:25]2([O:4][CH2:1][CH2:2][O:3]2)[CH2:24][CH2:23]1)=[O:21])[CH3:17]. The catalyst class is: 715. (5) Reactant: [Na].CCO.[CH3:5][O:6][C:7]1[CH:8]=[C:9]2[C:13](=[CH:14][CH:15]=1)[C:12](=O)[CH2:11][CH2:10]2.S([CH2:27][N+:28]#[C-])(C1C=CC(C)=CC=1)(=O)=O. Product: [CH3:5][O:6][C:7]1[CH:8]=[C:9]2[C:13](=[CH:14][CH:15]=1)[CH:12]([C:27]#[N:28])[CH2:11][CH2:10]2. The catalyst class is: 57. (6) Reactant: [NH:1]1[C:9]2[C:4](=[C:5]([C:10]3[N:11]=[C:12]([N:24]4[CH2:29][CH2:28][O:27][CH2:26][CH2:25]4)[C:13]4[S:18][C:17]([CH:19]([CH3:23])C(O)=O)=[CH:16][C:14]=4[N:15]=3)[CH:6]=[CH:7][CH:8]=2)[CH:3]=[N:2]1.[C:30](N1C=CN=C1)([N:32]1[CH:36]=CN=[CH:33]1)=[O:31].C(N(CC)CC)C.Cl.CNC. Product: [NH:1]1[C:9]2[C:4](=[C:5]([C:10]3[N:11]=[C:12]([N:24]4[CH2:25][CH2:26][O:27][CH2:28][CH2:29]4)[C:13]4[S:18][C:17]([CH2:19][CH2:23][C:30]([N:32]([CH3:36])[CH3:33])=[O:31])=[CH:16][C:14]=4[N:15]=3)[CH:6]=[CH:7][CH:8]=2)[CH:3]=[N:2]1. The catalyst class is: 3.